Dataset: Reaction yield outcomes from USPTO patents with 853,638 reactions. Task: Predict the reaction yield, written as a fraction of the theoretical maximum amount of product (1.0 means a 100% yield; for example, 0.34 means a 34% yield). (1) The reactants are Cl[S:2]([C:5]1[CH:6]=[C:7]2[C:11](=[CH:12][CH:13]=1)[NH:10][C:9](=[O:14])[CH2:8]2)(=[O:4])=[O:3].[OH-].[NH4+:16]. The catalyst is C(O)C. The product is [NH2:16][S:2]([C:5]1[CH:6]=[C:7]2[C:11](=[CH:12][CH:13]=1)[NH:10][C:9](=[O:14])[CH2:8]2)(=[O:4])=[O:3]. The yield is 0.200. (2) The reactants are Br[C:2]1[CH:3]=[N:4][C:5]([C:8]([F:11])([F:10])[F:9])=[N:6][CH:7]=1.[C:12]([O:16][CH3:17])(=[O:15])[CH:13]=[CH2:14].C1(C)C=CC=CC=1P(C1C=CC=CC=1C)C1C=CC=CC=1C.O. The catalyst is CN(C=O)C.CC([O-])=O.CC([O-])=O.[Pd+2]. The product is [F:9][C:8]([F:11])([F:10])[C:5]1[N:4]=[CH:3][C:2](/[CH:14]=[CH:13]/[C:12]([O:16][CH3:17])=[O:15])=[CH:7][N:6]=1. The yield is 0.980. (3) The reactants are C(O)(=O)C.[N:5]1[CH:10]=[CH:9][C:8]([C:11]([CH3:23])=[CH:12][C:13]([O:15]CC2C=CC=CC=2)=[O:14])=[CH:7][CH:6]=1. The catalyst is CO. The product is [N:5]1[CH:10]=[CH:9][C:8]([CH:11]([CH3:23])[CH2:12][C:13]([OH:15])=[O:14])=[CH:7][CH:6]=1. The yield is 0.600. (4) The reactants are [NH:1]1[C:5]2=[N:6][CH:7]=[CH:8][CH:9]=[C:4]2[C:3]([CH:10]=[C:11]2[O:15][C:14]([NH:16][C:17]3[CH:22]=[CH:21][C:20]([O:23][CH2:24][CH2:25][N:26]([CH3:28])[CH3:27])=[CH:19][C:18]=3[CH3:29])=[C:13]([C:30]([O:32][CH2:33][CH3:34])=[O:31])[C:12]2=[O:35])=[CH:2]1.CN(C)[C:38](=O)[CH3:39]. The catalyst is C(O)CCC.[Zn]. The product is [CH:30]([OH:32])=[O:31].[NH:1]1[C:5]2=[N:6][CH:7]=[CH:8][CH:9]=[C:4]2[C:3]([CH:10]=[C:11]2[O:15][C:14]([NH:16][C:17]3[CH:22]=[CH:21][C:20]([O:23][CH2:24][CH2:25][N:26]([CH3:28])[CH3:27])=[CH:19][C:18]=3[CH3:29])=[C:13]([C:30]([O:32][CH2:33][CH2:34][CH2:38][CH3:39])=[O:31])[C:12]2=[O:35])=[CH:2]1. The yield is 0.310. (5) The reactants are [NH2:1][C:2]1[CH:7]=[C:6]([C:8]2[CH:13]=[CH:12][C:11]([C:14]([F:17])([F:16])[F:15])=[C:10]([F:18])[C:9]=2[CH3:19])[N:5]=[C:4]([C:20]([O:22]C)=[O:21])[C:3]=1[Cl:24].[OH-].[Na+]. The catalyst is CO. The product is [NH2:1][C:2]1[CH:7]=[C:6]([C:8]2[CH:13]=[CH:12][C:11]([C:14]([F:16])([F:15])[F:17])=[C:10]([F:18])[C:9]=2[CH3:19])[N:5]=[C:4]([C:20]([OH:22])=[O:21])[C:3]=1[Cl:24]. The yield is 0.880. (6) The reactants are Cl[C:2]1[S:6][N:5]=[C:4]([C:7]2[CH:12]=[CH:11][C:10]([Cl:13])=[CH:9][CH:8]=2)[N:3]=1.[NH:14]1[CH:18]=[CH:17][CH:16]=[CH:15]1.[H-].[Na+].O. The catalyst is CS(C)=O. The product is [Cl:13][C:10]1[CH:11]=[CH:12][C:7]([C:4]2[N:3]=[C:2]([N:14]3[CH:18]=[CH:17][CH:16]=[CH:15]3)[S:6][N:5]=2)=[CH:8][CH:9]=1. The yield is 0.450. (7) The reactants are [NH:1]1[CH:5]=[CH:4][N:3]=[C:2]1[CH2:6][C:7]#[N:8].C([O:11][C:12](=O)[CH:13]([C:17]1[CH:22]=[CH:21][CH:20]=[CH:19][CH:18]=1)[C:14]([CH3:16])=O)C.C([O-])(=O)C.[NH4+]. The catalyst is O. The product is [CH3:16][C:14]1[C:6]([C:7]#[N:8])=[C:2]2[NH:3][CH:4]=[CH:5][N:1]2[C:12](=[O:11])[C:13]=1[C:17]1[CH:22]=[CH:21][CH:20]=[CH:19][CH:18]=1. The yield is 0.430. (8) The reactants are [NH2:1][C:2]1[CH:7]=[CH:6][C:5]([NH2:8])=[CH:4][CH:3]=1.[CH2:9]([N:11]=[C:12]=[O:13])[CH3:10].C(=O)([O-])[O-].[K+].[K+]. The catalyst is C1COCC1. The product is [CH2:9]([NH:11][C:12]([NH:1][C:2]1[CH:7]=[CH:6][C:5]([NH2:8])=[CH:4][CH:3]=1)=[O:13])[CH3:10]. The yield is 0.620. (9) The reactants are [OH:1][CH:2]1[CH2:7][CH2:6][N:5]([CH3:8])[CH2:4][CH2:3]1.C(N(CC)CC)C.[CH3:16][S:17](Cl)(=[O:19])=[O:18]. The catalyst is C(Cl)Cl. The product is [CH3:16][S:17]([O:1][CH:2]1[CH2:7][CH2:6][N:5]([CH3:8])[CH2:4][CH2:3]1)(=[O:19])=[O:18]. The yield is 0.880.